This data is from Full USPTO retrosynthesis dataset with 1.9M reactions from patents (1976-2016). The task is: Predict the reactants needed to synthesize the given product. (1) Given the product [ClH:28].[CH3:27][S:26][C:18]1[C:17]2[C:22](=[CH:23][CH:24]=[CH:25][C:16]=2[NH:15][CH:12]2[CH2:13][CH2:14][CH:9]([NH2:8])[CH2:10][CH2:11]2)[CH:21]=[N:20][CH:19]=1, predict the reactants needed to synthesize it. The reactants are: C(OC([NH:8][CH:9]1[CH2:14][CH2:13][CH:12]([NH:15][C:16]2[CH:25]=[CH:24][CH:23]=[C:22]3[C:17]=2[C:18]([S:26][CH3:27])=[CH:19][N:20]=[CH:21]3)[CH2:11][CH2:10]1)=O)(C)(C)C.[ClH:28].CO. (2) Given the product [F:16][C:13]1[CH:14]=[CH:15][C:10]([CH2:9][C:4]2[CH:3]=[N:32][C:33]3[N:34]([N:35]=[CH:36][C:37]=3[C:38]([OH:40])=[O:39])[CH:5]=2)=[CH:11][C:12]=1[C:17]([F:18])([F:19])[F:20], predict the reactants needed to synthesize it. The reactants are: CO[C:3](=O)[CH:4]([CH2:9][C:10]1[CH:15]=[CH:14][C:13]([F:16])=[C:12]([C:17]([F:20])([F:19])[F:18])[CH:11]=1)[C:5](OC)=O.[H-].C([Al+]CC(C)C)C(C)C.[NH2:32][C:33]1[C:37]([C:38]([O:40]CC)=[O:39])=[CH:36][NH:35][N:34]=1.N#N. (3) The reactants are: [OH:1][C:2]1[CH:3]=[C:4]([CH:9]=[CH:10][CH:11]=1)[C:5]([O:7][CH3:8])=[O:6].Br[CH2:13][CH2:14][CH2:15][Cl:16].C([O-])([O-])=O.[K+].[K+].C(OCC)C. Given the product [CH3:8][O:7][C:5](=[O:6])[C:4]1[CH:9]=[CH:10][CH:11]=[C:2]([O:1][CH2:13][CH2:14][CH2:15][Cl:16])[CH:3]=1, predict the reactants needed to synthesize it.